Dataset: Peptide-MHC class I binding affinity with 185,985 pairs from IEDB/IMGT. Task: Regression. Given a peptide amino acid sequence and an MHC pseudo amino acid sequence, predict their binding affinity value. This is MHC class I binding data. (1) The MHC is HLA-A11:01 with pseudo-sequence HLA-A11:01. The peptide sequence is KDESIFINK. The binding affinity (normalized) is 0. (2) The peptide sequence is SVHYKFVTK. The MHC is HLA-A01:01 with pseudo-sequence HLA-A01:01. The binding affinity (normalized) is 0.0847. (3) The peptide sequence is QIGEYTFEK. The binding affinity (normalized) is 0.0749. The MHC is HLA-A33:01 with pseudo-sequence HLA-A33:01. (4) The peptide sequence is KCDELAAKL. The MHC is HLA-B27:05 with pseudo-sequence HLA-B27:05. The binding affinity (normalized) is 0. (5) The peptide sequence is HPRQFLAFL. The MHC is HLA-B15:09 with pseudo-sequence HLA-B15:09. The binding affinity (normalized) is 0.0847.